This data is from Forward reaction prediction with 1.9M reactions from USPTO patents (1976-2016). The task is: Predict the product of the given reaction. Given the reactants [CH2:1]([C@@H:4]([CH2:30][C:31]([O:33][C:34]([CH3:37])([CH3:36])[CH3:35])=[O:32])[C:5]([O:7][CH2:8][C@H:9]([NH:16][C:17](=[O:29])[C@@H:18]([CH2:22][C:23]1[CH:28]=[CH:27][CH:26]=[CH:25][CH:24]=1)[CH2:19][CH:20]=C)[C:10]1[CH:15]=[CH:14][CH:13]=[CH:12][CH:11]=1)=[O:6])[CH:2]=C, predict the reaction product. The product is: [CH2:22]([C@H:18]1[CH2:19][CH:20]=[CH:2][CH2:1][C@@H:4]([CH2:30][C:31]([O:33][C:34]([CH3:35])([CH3:36])[CH3:37])=[O:32])[C:5](=[O:6])[O:7][CH2:8][C@@H:9]([C:10]2[CH:15]=[CH:14][CH:13]=[CH:12][CH:11]=2)[NH:16][C:17]1=[O:29])[C:23]1[CH:28]=[CH:27][CH:26]=[CH:25][CH:24]=1.